From a dataset of Full USPTO retrosynthesis dataset with 1.9M reactions from patents (1976-2016). Predict the reactants needed to synthesize the given product. (1) Given the product [CH3:1][O:2][C:3]1[CH:29]=[C:28]([O:30][CH3:31])[CH:27]=[CH:26][C:4]=1[CH2:5][N:6]([CH3:32])[C:7]1[CH:15]=[C:14]2[C:10]([CH2:11][O:12][C:13]2=[C:16]2[C:24]3[C:19](=[CH:20][CH:21]=[CH:22][CH:23]=3)[N:18]([CH2:39][OH:40])[C:17]2=[O:25])=[CH:9][CH:8]=1, predict the reactants needed to synthesize it. The reactants are: [CH3:1][O:2][C:3]1[CH:29]=[C:28]([O:30][CH3:31])[CH:27]=[CH:26][C:4]=1[CH2:5][NH:6][C:7]1[CH:15]=[C:14]2[C:10]([CH2:11][O:12][C:13]2=[C:16]2[C:24]3[C:19](=[CH:20][CH:21]=[CH:22][CH:23]=3)[NH:18][C:17]2=[O:25])=[CH:9][CH:8]=1.[CH2:32]=O.C([BH3-])#N.[Na+].C[C:39](O)=[O:40]. (2) The reactants are: [C:1]1([C:27]2[CH:32]=[CH:31][CH:30]=[CH:29][CH:28]=2)[CH:6]=[CH:5][C:4]([C:7]([N:9]2[CH2:14][CH2:13][N:12]([C:15]3[C:16]4[CH:24]=[C:23]([CH2:25][CH3:26])[S:22][C:17]=4[N:18]=[C:19]([NH2:21])[N:20]=3)[CH2:11][CH2:10]2)=[O:8])=[CH:3][CH:2]=1.ClC(Cl)(O[C:37](=[O:43])OC(Cl)(Cl)Cl)Cl. Given the product [C:1]1([C:27]2[CH:32]=[CH:31][CH:30]=[CH:29][CH:28]=2)[CH:6]=[CH:5][C:4]([C:7]([N:9]2[CH2:10][CH2:11][N:12]([C:15]3[C:16]4[CH:24]=[C:23]([CH2:25][CH3:26])[S:22][C:17]=4[N:18]=[C:19]([NH:21][C:7]([NH:9][CH2:10][CH2:11][CH2:37][OH:43])=[O:8])[N:20]=3)[CH2:13][CH2:14]2)=[O:8])=[CH:3][CH:2]=1, predict the reactants needed to synthesize it. (3) Given the product [CH3:68][C@@:69]12[C@H:79]3[C@@H:80]([OH:81])[CH2:82][C@:83]4([CH3:93])[C@@:87]([OH:92])([C:88]([CH2:90][OH:91])=[O:89])[CH2:86][CH2:85][C@H:84]4[C@@H:78]3[CH2:77][CH2:76][C:75]1=[CH:74][C:72](=[O:73])[CH2:71][CH2:70]2, predict the reactants needed to synthesize it. The reactants are: C1N=C(N)C2N=CN([C@@H]3O[C@H](COP(OP(OC[C@H]4O[C@@H](N5C=C(C(N)=O)CC=C5)[C@H](O)[C@@H]4O)(O)=O)(O)=O)[C@@H](O)[C@H]3OP(O)(O)=O)C=2N=1.P(OC[C@@H](O)[C@@H](O)[C@H](O)[C@@H](O)C=O)(O)(O)=O.[Cl-].[Mg+2].[Cl-].[CH3:68][C@@:69]12[C@H:79]3[C:80]([CH2:82][C@:83]4([CH3:93])[C@@:87]([OH:92])([C:88]([CH2:90][OH:91])=[O:89])[CH2:86][CH2:85][C@H:84]4[C@@H:78]3[CH2:77][CH2:76][C:75]1=[CH:74][C:72](=[O:73])[CH2:71][CH2:70]2)=[O:81].C[C@@]12CC[C@]3(C)C(=CC([C@H]4[C@@]3(C)CC[C@@H]3[C@]4(C)CC[C@H](OC(CCC(O)=O)=O)C3(C)C)=O)[C@@H]1C[C@](C(O)=O)(C)CC2. (4) Given the product [CH2:11]([O:18][C@@H:19]([CH3:41])[C@@H:20]([NH:21][C:22]([O:24][CH2:25][CH:26]1[C:38]2[CH:37]=[CH:36][CH:35]=[CH:34][C:33]=2[C:32]2[C:27]1=[CH:28][CH:29]=[CH:30][CH:31]=2)=[O:23])/[CH:39]=[CH:70]/[C:71]([O:73][CH2:74][C:75]1[CH:80]=[CH:79][CH:78]=[CH:77][CH:76]=1)=[O:72])[C:12]1[CH:13]=[CH:14][CH:15]=[CH:16][CH:17]=1, predict the reactants needed to synthesize it. The reactants are: C(Cl)(=O)C(Cl)=O.CS(C)=O.[CH2:11]([O:18][C@@H:19]([CH3:41])[C@H:20]([CH2:39]O)[NH:21][C:22]([O:24][CH2:25][CH:26]1[C:38]2[C:33](=[CH:34][CH:35]=[CH:36][CH:37]=2)[C:32]2[C:27]1=[CH:28][CH:29]=[CH:30][CH:31]=2)=[O:23])[C:12]1[CH:17]=[CH:16][CH:15]=[CH:14][CH:13]=1.CCN(C(C)C)C(C)C.C1(P(=[CH:70][C:71]([O:73][CH2:74][C:75]2[CH:80]=[CH:79][CH:78]=[CH:77][CH:76]=2)=[O:72])(C2C=CC=CC=2)C2C=CC=CC=2)C=CC=CC=1. (5) Given the product [OH:22][CH:21]1[CH:23]([OH:16])[CH2:7][CH:3]2[CH:2]([C:1](=[O:11])[NH:5][C:4]2=[O:6])[CH2:20]1, predict the reactants needed to synthesize it. The reactants are: [C:1]1(=[O:11])[NH:5][C:4](=[O:6])[CH:3]2[CH2:7]CC=C[CH:2]12.C[N+]1([O-])CC[O:16]CC1.[CH3:20][C:21]([CH3:23])=[O:22]. (6) Given the product [CH2:1]([S:3]([C:6]1[CH:13]=[CH:12][CH:11]=[CH:10][C:7]=1[CH2:8][NH2:9])(=[O:5])=[O:4])[CH3:2], predict the reactants needed to synthesize it. The reactants are: [CH2:1]([S:3]([C:6]1[CH:13]=[CH:12][CH:11]=[CH:10][C:7]=1[C:8]#[N:9])(=[O:5])=[O:4])[CH3:2].Cl.[H][H]. (7) Given the product [F:13][C:11]1[CH:10]=[C:4]([CH:3]=[C:2]([F:1])[CH:12]=1)[C@H:5]([OH:9])[C:6]([NH:15][C@H:16]([C:18]([NH:20][N:21]1[C:27](=[O:28])[CH:26]([CH2:29][CH2:30][CH2:31][CH2:32][C:33]2[CH:34]=[CH:35][CH:36]=[CH:37][CH:38]=2)[C:25]2[CH:39]=[CH:40][CH:41]=[CH:42][C:24]=2[C:23]2[CH:43]=[CH:44][CH:45]=[CH:46][C:22]1=2)=[O:19])[CH3:17])=[O:8], predict the reactants needed to synthesize it. The reactants are: [F:1][C:2]1[CH:3]=[C:4]([CH:10]=[C:11]([F:13])[CH:12]=1)[C@H:5]([OH:9])[C:6]([OH:8])=O.Cl.[NH2:15][C@H:16]([C:18]([NH:20][N:21]1[C:27](=[O:28])[CH:26]([CH2:29][CH2:30][CH2:31][CH2:32][C:33]2[CH:38]=[CH:37][CH:36]=[CH:35][CH:34]=2)[C:25]2[CH:39]=[CH:40][CH:41]=[CH:42][C:24]=2[C:23]2[CH:43]=[CH:44][CH:45]=[CH:46][C:22]1=2)=[O:19])[CH3:17]. (8) Given the product [Br:1][C:2]1[S:6][CH:5]=[N:4][C:3]=1[C:7]1[NH:26][C:23]2[CH:24]=[CH:25][C:20]([CH3:19])=[CH:21][C:22]=2[N:27]=1, predict the reactants needed to synthesize it. The reactants are: [Br:1][C:2]1[S:6][CH:5]=[N:4][C:3]=1[C:7](O)=O.C(N(C(C)C)CC)(C)C.[CH3:19][C:20]1[CH:21]=[C:22]([NH2:27])[C:23]([NH2:26])=[CH:24][CH:25]=1.CN(C(ON1N=NC2C=CC=CC1=2)=[N+](C)C)C.[B-](F)(F)(F)F.